Dataset: Forward reaction prediction with 1.9M reactions from USPTO patents (1976-2016). Task: Predict the product of the given reaction. (1) Given the reactants [F:1][C:2]1[CH:3]=[C:4]([CH:16]=[CH:17][CH:18]=1)[CH2:5][N:6]1[C:14]2[C:9](=[CH:10][C:11]([NH2:15])=[CH:12][CH:13]=2)[CH:8]=[N:7]1.Cl[C:20]1[C:29]2[C:24](=[CH:25][CH:26]=[C:27]([C:30]3[O:31][C:32]([C:35]([F:38])([F:37])[F:36])=[N:33][N:34]=3)[CH:28]=2)[N:23]=[CH:22][N:21]=1, predict the reaction product. The product is: [F:1][C:2]1[CH:3]=[C:4]([CH:16]=[CH:17][CH:18]=1)[CH2:5][N:6]1[C:14]2[C:9](=[CH:10][C:11]([NH:15][C:20]3[C:29]4[C:24](=[CH:25][CH:26]=[C:27]([C:30]5[O:31][C:32]([C:35]([F:38])([F:36])[F:37])=[N:33][N:34]=5)[CH:28]=4)[N:23]=[CH:22][N:21]=3)=[CH:12][CH:13]=2)[CH:8]=[N:7]1. (2) The product is: [Cl:1][C:2]1[N:3]=[C:4]([N:12]2[CH2:13][CH2:14][O:15][CH2:16][CH2:17]2)[C:5]2[S:10][C:9]([CH:37]=[O:38])=[C:8]([CH3:11])[C:6]=2[N:7]=1. Given the reactants [Cl:1][C:2]1[N:3]=[C:4]([N:12]2[CH2:17][CH2:16][O:15][CH2:14][CH2:13]2)[C:5]2[S:10][CH:9]=[C:8]([CH3:11])[C:6]=2[N:7]=1.C([Mg]Cl)(C)C.[Li]CCCC.CCCCCCC.CN(C)[CH:37]=[O:38].Cl, predict the reaction product.